From a dataset of Full USPTO retrosynthesis dataset with 1.9M reactions from patents (1976-2016). Predict the reactants needed to synthesize the given product. (1) Given the product [CH2:20]([O:22][C:23](=[O:31])[CH2:24][CH:25]([NH:30][CH2:6][C:5]1[CH:8]=[CH:9][C:2]([F:1])=[CH:3][CH:4]=1)[CH2:26][CH:27]([CH3:28])[CH3:29])[CH3:21], predict the reactants needed to synthesize it. The reactants are: [F:1][C:2]1[CH:9]=[CH:8][C:5]([CH:6]=O)=[CH:4][CH:3]=1.C([O-])(=O)C.[Na+].C([BH3-])#N.[Na+].Cl.[CH2:20]([O:22][C:23](=[O:31])[CH2:24][CH:25]([NH2:30])[CH2:26][CH:27]([CH3:29])[CH3:28])[CH3:21]. (2) Given the product [F:1][C:2]1[CH:7]=[CH:6][C:5]([C:26]2[CH:25]=[N:24][N:23]3[CH:18]([CH3:17])[CH2:19][NH:20][CH2:21][C:22]=23)=[CH:4][CH:3]=1, predict the reactants needed to synthesize it. The reactants are: [F:1][C:2]1[CH:7]=[CH:6][C:5](C2N=CN3CCNCC=23)=[CH:4][CH:3]=1.[CH3:17][CH:18]1[N:23]2[N:24]=[CH:25][CH:26]=[C:22]2[CH2:21][NH:20][CH2:19]1.C1N=CN2CCNCC=12. (3) Given the product [C:19]([NH:9][NH:8][C:6](=[O:7])[C:5]1[CH:10]=[CH:11][C:2]([Br:1])=[CH:3][CH:4]=1)(=[O:26])[C:20]1[CH:25]=[CH:24][CH:23]=[CH:22][CH:21]=1, predict the reactants needed to synthesize it. The reactants are: [Br:1][C:2]1[CH:11]=[CH:10][C:5]([C:6]([NH:8][NH2:9])=[O:7])=[CH:4][CH:3]=1.CN1CCCC1=O.[C:19](Cl)(=[O:26])[C:20]1[CH:25]=[CH:24][CH:23]=[CH:22][CH:21]=1. (4) Given the product [Si:1]([O:8][C@@H:9]1[C@H:13]([O:14][Si:15]([C:18]([CH3:19])([CH3:20])[CH3:21])([CH3:16])[CH3:17])[C@@H:12]([CH2:22][O:23][Si:24]([C:27]([CH3:28])([CH3:29])[CH3:30])([CH3:25])[CH3:26])[O:11][C@H:10]1[N:31]1[C:40]2[N:39]=[CH:38][N:37]=[C:35]([NH2:36])[C:34]=2[N:33]=[C:32]1[NH:41][CH2:42][C:43]1[CH:48]=[CH:47][C:46]([C:49]2[CH:50]=[CH:51][CH:52]=[CH:53][CH:54]=2)=[C:45]([O:55][CH2:63][CH2:64][CH2:65][Cl:66])[CH:44]=1)([C:4]([CH3:6])([CH3:7])[CH3:5])([CH3:3])[CH3:2], predict the reactants needed to synthesize it. The reactants are: [Si:1]([O:8][C@@H:9]1[C@H:13]([O:14][Si:15]([C:18]([CH3:21])([CH3:20])[CH3:19])([CH3:17])[CH3:16])[C@@H:12]([CH2:22][O:23][Si:24]([C:27]([CH3:30])([CH3:29])[CH3:28])([CH3:26])[CH3:25])[O:11][C@H:10]1[N:31]1[C:40]2[N:39]=[CH:38][N:37]=[C:35]([NH2:36])[C:34]=2[N:33]=[C:32]1[NH:41][CH2:42][C:43]1[CH:48]=[CH:47][C:46]([C:49]2[CH:54]=[CH:53][CH:52]=[CH:51][CH:50]=2)=[C:45]([OH:55])[CH:44]=1)([C:4]([CH3:7])([CH3:6])[CH3:5])([CH3:3])[CH3:2].C(=O)([O-])[O-].[K+].[K+].Br[CH2:63][CH2:64][CH2:65][Cl:66]. (5) Given the product [CH3:32][O:40][C:6]1[CH:7]=[CH:8][C:9]2[NH:1][C:2]3[CH:21]=[N:20][C:11]4[CH2:12][C:13]([CH3:17])([CH3:18])[CH2:14][C:15](=[O:16])[C:10]=4[C:3]=3[C:4]=2[CH:5]=1, predict the reactants needed to synthesize it. The reactants are: [NH:1]1[C:9]2[C:4](=[CH:5][CH:6]=[CH:7][CH:8]=2)[C:3]([CH:10]2[C:15](=[O:16])[CH2:14][C:13]([CH3:18])([CH3:17])[CH2:12][C:11]2=O)=[CH:2]1.[NH2:20][C:21]1C=CC(OC)=CC=1C(O)=O.[C:32](O)(=[O:40])C1C(=CC=CC=1)N. (6) Given the product [CH2:12]([N:11]1[C:4]2[CH:3]=[C:2]([N:24]3[CH2:23][CH2:22][N:21]([C:16]4[CH:17]=[CH:18][CH:19]=[CH:20][C:15]=4[F:14])[CH2:26][CH2:25]3)[NH:7][C:6](=[O:8])[C:5]=2[CH:9]=[CH:10]1)[CH3:13], predict the reactants needed to synthesize it. The reactants are: Cl[C:2]1[NH:7][C:6](=[O:8])[C:5]2[CH:9]=[CH:10][N:11]([CH2:12][CH3:13])[C:4]=2[CH:3]=1.[F:14][C:15]1[CH:20]=[CH:19][CH:18]=[CH:17][C:16]=1[N:21]1[CH2:26][CH2:25][NH:24][CH2:23][CH2:22]1.